From a dataset of TCR-epitope binding with 47,182 pairs between 192 epitopes and 23,139 TCRs. Binary Classification. Given a T-cell receptor sequence (or CDR3 region) and an epitope sequence, predict whether binding occurs between them. (1) The epitope is FVDGVPFVV. The TCR CDR3 sequence is CASRTEDRVQEKLFF. Result: 0 (the TCR does not bind to the epitope). (2) The epitope is FLNRFTTTL. The TCR CDR3 sequence is CAIQPLLAGAYNEQFF. Result: 0 (the TCR does not bind to the epitope). (3) The epitope is RLRPGGKKK. The TCR CDR3 sequence is CASSQERGGYNEQFF. Result: 0 (the TCR does not bind to the epitope). (4) The epitope is SLFNTVATLY. The TCR CDR3 sequence is CAGRQDTETQYF. Result: 0 (the TCR does not bind to the epitope). (5) The epitope is YFPLQSYGF. The TCR CDR3 sequence is CASSSATGGRQPQHF. Result: 0 (the TCR does not bind to the epitope).